This data is from Catalyst prediction with 721,799 reactions and 888 catalyst types from USPTO. The task is: Predict which catalyst facilitates the given reaction. (1) Reactant: [H-].[Na+].[F:3][C:4]([F:8])([F:7])[CH2:5][OH:6].Br[CH2:10][B-:11]([F:14])([F:13])[F:12].[K+:15].F.[K]. Product: [F:12][B-:11]([F:14])([F:13])[CH2:10][O:6][CH2:5][C:4]([F:8])([F:7])[F:3].[K+:15]. The catalyst class is: 1. (2) Reactant: C([O:3][C:4]([C:6]1[C:15](=[O:16])[C:14]2[C:9](=[CH:10][CH:11]=[CH:12][C:13]=2[O:17][CH3:18])[NH:8][CH:7]=1)=[O:5])C. Product: [CH3:18][O:17][C:13]1[CH:12]=[CH:11][CH:10]=[C:9]2[C:14]=1[C:15](=[O:16])[C:6]([C:4]([OH:5])=[O:3])=[CH:7][NH:8]2. The catalyst class is: 74. (3) Reactant: [C:1]([N:20]1[CH:24]=[C:23]([CH2:25][CH2:26][C:27]([OH:29])=[O:28])[N:22]=[CH:21]1)([C:14]1[CH:19]=[CH:18][CH:17]=[CH:16][CH:15]=1)([C:8]1[CH:13]=[CH:12][CH:11]=[CH:10][CH:9]=1)[C:2]1[CH:7]=[CH:6][CH:5]=[CH:4][CH:3]=1.O[N:31]1[C:35](=[O:36])[CH2:34][CH2:33][C:32]1=[O:37].C1(N=C=NC2CCCCC2)CCCCC1. Product: [O:37]=[C:32]1[CH2:33][CH2:34][C:35](=[O:36])[N:31]1[O:28][C:27](=[O:29])[CH2:26][CH2:25][C:23]1[N:22]=[CH:21][N:20]([C:1]([C:2]2[CH:7]=[CH:6][CH:5]=[CH:4][CH:3]=2)([C:14]2[CH:19]=[CH:18][CH:17]=[CH:16][CH:15]=2)[C:8]2[CH:13]=[CH:12][CH:11]=[CH:10][CH:9]=2)[CH:24]=1. The catalyst class is: 2. (4) Reactant: C([Mg]Cl)(C)C.[N:6]1([C:12]2[S:13][C:14]3[C:19](=[O:20])[N:18]=[CH:17][NH:16][C:15]=3[N:21]=2)[CH2:11][CH2:10][O:9][CH2:8][CH2:7]1.[Li+].C[Si]([N-][Si](C)(C)C)(C)C.BrC[C:34]1[CH:39]=[CH:38][CH:37]=[C:36]([C:40]([F:43])([F:42])[F:41])[C:35]=1[CH3:44].[OH-].[Na+]. Product: [CH3:44][C:35]1[C:36]([C:40]([F:41])([F:42])[F:43])=[CH:37][CH:38]=[CH:39][C:34]=1[CH2:17][NH:16][C:15]1[N:21]=[C:12]([N:6]2[CH2:11][CH2:10][O:9][CH2:8][CH2:7]2)[S:13][C:14]=1[C:19]([NH2:18])=[O:20]. The catalyst class is: 670. (5) Reactant: [CH2:1]([NH:7][C:8]([N:10]1[CH:15]=[C:14]([NH:16][CH3:17])[C:13](=[O:18])[NH:12][C:11]1=[O:19])=[O:9])[CH2:2][CH2:3][CH2:4][CH2:5][CH3:6].[C:20](Cl)(=[O:27])[C:21]1[CH:26]=[CH:25][CH:24]=[CH:23][CH:22]=1. Product: [C:20]([N:16]([CH3:17])[C:14]1[C:13](=[O:18])[NH:12][C:11](=[O:19])[N:10]([C:8]([NH:7][CH2:1][CH2:2][CH2:3][CH2:4][CH2:5][CH3:6])=[O:9])[CH:15]=1)(=[O:27])[C:21]1[CH:26]=[CH:25][CH:24]=[CH:23][CH:22]=1. The catalyst class is: 17. (6) Reactant: [CH3:1][C:2]([CH3:17])([C:8]1[CH:13]=[CH:12][CH:11]=[C:10]([O:14][CH2:15][CH3:16])[CH:9]=1)[C:3]([O:5][CH2:6][CH3:7])=[O:4].[I:18]Cl. Product: [CH3:17][C:2]([CH3:1])([C:8]1[CH:13]=[CH:12][C:11]([I:18])=[C:10]([O:14][CH2:15][CH3:16])[CH:9]=1)[C:3]([O:5][CH2:6][CH3:7])=[O:4]. The catalyst class is: 86.